This data is from Catalyst prediction with 721,799 reactions and 888 catalyst types from USPTO. The task is: Predict which catalyst facilitates the given reaction. (1) Reactant: [S:1]1[CH:5]=[CH:4][C:3]2[C:6]([O:10][CH2:11][CH2:12][C:13]3[N:14]=[C:15]([C:19]4[CH:24]=[CH:23][CH:22]=[CH:21][CH:20]=4)[O:16][C:17]=3[CH3:18])=[CH:7][CH:8]=[CH:9][C:2]1=2.O1CC[CH2:28]OO1.[ClH:31]. Product: [Cl:31][CH2:28][C:9]1[C:2]2[S:1][CH:5]=[CH:4][C:3]=2[C:6]([O:10][CH2:11][CH2:12][C:13]2[N:14]=[C:15]([C:19]3[CH:24]=[CH:23][CH:22]=[CH:21][CH:20]=3)[O:16][C:17]=2[CH3:18])=[CH:7][CH:8]=1. The catalyst class is: 4. (2) Reactant: [C:1]([C:3]1[CH:8]=[CH:7][N:6]=[C:5]([C:9]2[N:13]([C:14]3[CH:15]=[N:16][C:17]([O:20][CH3:21])=[CH:18][CH:19]=3)[N:12]=[C:11]([C:22]([N:24]3[CH2:29][CH2:28][CH2:27][CH2:26][CH2:25]3)=[O:23])[CH:10]=2)[CH:4]=1)#N.[OH-:30].[Na+].C[OH:33]. Product: [CH3:21][O:20][C:17]1[N:16]=[CH:15][C:14]([N:13]2[C:9]([C:5]3[CH:4]=[C:3]([CH:8]=[CH:7][N:6]=3)[C:1]([OH:33])=[O:30])=[CH:10][C:11]([C:22]([N:24]3[CH2:25][CH2:26][CH2:27][CH2:28][CH2:29]3)=[O:23])=[N:12]2)=[CH:19][CH:18]=1. The catalyst class is: 7.